The task is: Predict the reactants needed to synthesize the given product.. This data is from Full USPTO retrosynthesis dataset with 1.9M reactions from patents (1976-2016). Given the product [NH2:1][C:2]1[N:7]=[CH:6][C:5]([C:8]2[CH:33]=[CH:32][C:11]3[N:12]([C:28]([CH3:31])([CH3:30])[CH3:29])[C:13]([C:15]4[CH:16]=[C:36]([CH:20]=[CH:21][C:22]=4[N:23]4[CH:27]=[N:26][CH:25]=[N:24]4)[C:37]([OH:34])=[O:38])=[N:14][C:10]=3[CH:9]=2)=[CH:4][N:3]=1, predict the reactants needed to synthesize it. The reactants are: [NH2:1][C:2]1[N:7]=[CH:6][C:5]([C:8]2[CH:33]=[CH:32][C:11]3[N:12]([C:28]([CH3:31])([CH3:30])[CH3:29])[C:13]([C:15]4[CH:16]=C([CH:20]=[CH:21][C:22]=4[N:23]4[CH:27]=[N:26][CH:25]=[N:24]4)C#N)=[N:14][C:10]=3[CH:9]=2)=[CH:4][N:3]=1.[OH-:34].[K+].[CH3:36][CH2:37][OH:38].